From a dataset of Peptide-MHC class I binding affinity with 185,985 pairs from IEDB/IMGT. Regression. Given a peptide amino acid sequence and an MHC pseudo amino acid sequence, predict their binding affinity value. This is MHC class I binding data. (1) The peptide sequence is EFFGWAEGY. The MHC is HLA-A03:01 with pseudo-sequence HLA-A03:01. The binding affinity (normalized) is 0.0847. (2) The peptide sequence is IRFPRFTRI. The MHC is HLA-B08:01 with pseudo-sequence HLA-B08:01. The binding affinity (normalized) is 0.318. (3) The MHC is HLA-A26:01 with pseudo-sequence HLA-A26:01. The peptide sequence is NMAPEKVDF. The binding affinity (normalized) is 0.0847. (4) The peptide sequence is YVIKVSARV. The MHC is Patr-A0701 with pseudo-sequence Patr-A0701. The binding affinity (normalized) is 0.